Dataset: Reaction yield outcomes from USPTO patents with 853,638 reactions. Task: Predict the reaction yield, written as a fraction of the theoretical maximum amount of product (1.0 means a 100% yield; for example, 0.34 means a 34% yield). (1) The reactants are [C:1]1([S:7]([C:10]2[CH:17]=[CH:16][CH:15]=[CH:14][C:11]=2[C:12]#[N:13])(=[O:9])=[O:8])[CH:6]=[CH:5][CH:4]=[CH:3][CH:2]=1.Cl.O1CCOCC1. The catalyst is CO.[Pd]. The product is [C:1]1([S:7]([C:10]2[CH:17]=[CH:16][CH:15]=[CH:14][C:11]=2[CH2:12][NH2:13])(=[O:9])=[O:8])[CH:6]=[CH:5][CH:4]=[CH:3][CH:2]=1. The yield is 0.710. (2) The reactants are C1(P(C2CCCCC2)C2C=CC=CC=2C2C(C(C)C)=CC(C(C)C)=CC=2C(C)C)CCCCC1.Br[C:36]1[CH:37]=[C:38]2[C:43]([NH:44][CH:45]([CH:47]3[CH2:49][CH2:48]3)[CH3:46])=[C:42]([C:50]([NH2:52])=[O:51])[CH:41]=[N:40][N:39]2[CH:53]=1.CN1CC(=O)OB([C:64]2[CH:69]=[CH:68][CH:67]=[CH:66][N:65]=2)OC(=O)C1.C(=O)([O-])[O-].[K+].[K+]. The catalyst is C1C=CC(/C=C/C(/C=C/C2C=CC=CC=2)=O)=CC=1.C1C=CC(/C=C/C(/C=C/C2C=CC=CC=2)=O)=CC=1.C1C=CC(/C=C/C(/C=C/C2C=CC=CC=2)=O)=CC=1.[Pd].[Pd].C([O-])(=O)C.[Cu+2].C([O-])(=O)C. The product is [CH:47]1([CH:45]([NH:44][C:43]2[C:38]3[N:39]([CH:53]=[C:36]([C:64]4[CH:69]=[CH:68][CH:67]=[CH:66][N:65]=4)[CH:37]=3)[N:40]=[CH:41][C:42]=2[C:50]([NH2:52])=[O:51])[CH3:46])[CH2:49][CH2:48]1. The yield is 0.364. (3) The reactants are [F:1][C:2]1[CH:7]=[C:6]([I:8])[CH:5]=[CH:4][C:3]=1[N:9]1[C:14]2[N:15]([CH3:33])[C:16](=[O:32])[C:17]([CH3:31])=[C:18]([NH:19][C:20]3[CH:21]=[C:22]([CH2:26][CH2:27][C:28]([NH2:30])=[O:29])[CH:23]=[CH:24][CH:25]=3)[C:13]=2[C:12](=[O:34])[N:11]([CH2:35][C:36]2[CH:41]=[CH:40][C:39]([O:42][CH3:43])=[CH:38][CH:37]=2)[C:10]1=[O:44].C[O-].[Na+]. The catalyst is C1COCC1. The product is [F:1][C:2]1[CH:7]=[C:6]([I:8])[CH:5]=[CH:4][C:3]=1[NH:9][C:14]1[N:15]([CH3:33])[C:16](=[O:32])[C:17]([CH3:31])=[C:18]2[C:13]=1[C:12](=[O:34])[N:11]([CH2:35][C:36]1[CH:37]=[CH:38][C:39]([O:42][CH3:43])=[CH:40][CH:41]=1)[C:10](=[O:44])[N:19]2[C:20]1[CH:21]=[C:22]([CH2:26][CH2:27][C:28]([NH2:30])=[O:29])[CH:23]=[CH:24][CH:25]=1. The yield is 0.880. (4) The reactants are [CH:1]1[CH:2]=[CH:3][N:4]=[C:5]([C@@H:7]([O:15][CH:16]2[CH2:21][CH2:20][N:19]([CH2:22][CH2:23][CH2:24][C:25]([OH:27])=[O:26])[CH2:18][CH2:17]2)[C:8]2[CH:9]=[CH:10][C:11]([Cl:14])=[CH:12][CH:13]=2)[CH:6]=1.[OH-].[Na+].[Cl-].[Ca+2:31].[Cl-]. The catalyst is O. The product is [CH:1]1[CH:2]=[CH:3][N:4]=[C:5]([C@@H:7]([O:15][CH:16]2[CH2:17][CH2:18][N:19]([CH2:22][CH2:23][CH2:24][C:25]([OH:27])=[O:26])[CH2:20][CH2:21]2)[C:8]2[CH:9]=[CH:10][C:11]([Cl:14])=[CH:12][CH:13]=2)[CH:6]=1.[Ca:31]. The yield is 0.830. (5) The reactants are [OH:1][C@H:2]1[CH2:7][CH2:6][N:5](CC2C=CC=CC=2)[CH2:4][C@H:3]1[CH2:15][NH:16][C:17](=[O:23])[O:18][C:19]([CH3:22])([CH3:21])[CH3:20]. The catalyst is CO.[OH-].[Pd+2].[OH-]. The product is [OH:1][C@H:2]1[CH2:7][CH2:6][NH:5][CH2:4][C@H:3]1[CH2:15][NH:16][C:17](=[O:23])[O:18][C:19]([CH3:21])([CH3:20])[CH3:22]. The yield is 1.00. (6) The reactants are CCN(C(C)C)C(C)C.[C:10]1([NH:16][C:17]2[N:22]=[CH:21][C:20]([C:23]([OH:25])=O)=[CH:19][CH:18]=2)[CH:15]=[CH:14][CH:13]=[CH:12][CH:11]=1.CCN=C=NCCCN(C)C.C1C=CC2N(O)N=NC=2C=1.[NH2:47][CH2:48][C:49]([N:51]1[CH2:56][CH2:55][N:54]([C:57](=[O:68])[C:58]2[CH:63]=[CH:62][CH:61]=[CH:60][C:59]=2[C:64]([F:67])([F:66])[F:65])[CH2:53][CH2:52]1)=[O:50].Cl. The catalyst is CN(C=O)C.O. The product is [O:50]=[C:49]([N:51]1[CH2:52][CH2:53][N:54]([C:57](=[O:68])[C:58]2[CH:63]=[CH:62][CH:61]=[CH:60][C:59]=2[C:64]([F:67])([F:66])[F:65])[CH2:55][CH2:56]1)[CH2:48][NH:47][C:23](=[O:25])[C:20]1[CH:19]=[CH:18][C:17]([NH:16][C:10]2[CH:11]=[CH:12][CH:13]=[CH:14][CH:15]=2)=[N:22][CH:21]=1. The yield is 0.650. (7) The reactants are [Br:1][C:2]1[CH:3]=[C:4]([CH:23]=[CH:24][C:25]=1[C:26]([N:28]1[CH2:32][CH2:31][CH2:30][CH2:29]1)=[O:27])[C:5]([NH:7][C@H:8]([C:13]1[NH:17][C:16]2[CH:18]=[CH:19][C:20]([Cl:22])=[CH:21][C:15]=2[N:14]=1)[CH2:9][CH2:10][S:11][CH3:12])=[O:6].ClC1C=C(C=CC=1)C(OO)=[O:38].C(O)(=O)C.ClCl. The catalyst is ClCCl.ClCCl.C(O)C. The product is [Br:1][C:2]1[CH:3]=[C:4]([CH:23]=[CH:24][C:25]=1[C:26]([N:28]1[CH2:29][CH2:30][CH2:31][CH2:32]1)=[O:27])[C:5]([NH:7][C@H:8]([C:13]1[NH:17][C:16]2[CH:18]=[CH:19][C:20]([Cl:22])=[CH:21][C:15]=2[N:14]=1)[CH2:9][CH2:10][S:11]([CH3:12])=[O:38])=[O:6]. The yield is 0.810.